Task: Predict the product of the given reaction.. Dataset: Forward reaction prediction with 1.9M reactions from USPTO patents (1976-2016) (1) Given the reactants C([O-])([O-])=O.[Na+].[Na+].Br[C:8]1[CH:9]=[CH:10][C:11]([OH:16])=[C:12]([CH:15]=1)[CH:13]=[O:14].[C:17]([C:19]1[CH:24]=[CH:23][C:22](B(O)O)=[CH:21][CH:20]=1)#[N:18].CCO, predict the reaction product. The product is: [CH:13]([C:12]1[CH:15]=[C:8]([C:22]2[CH:23]=[CH:24][C:19]([C:17]#[N:18])=[CH:20][CH:21]=2)[CH:9]=[CH:10][C:11]=1[OH:16])=[O:14]. (2) Given the reactants FC1C=CC(N2C(C(O)=O)=CN=C2SCC2C(F)=CC=C(F)C=2F)=CC=1.[Cl:27][C:28]1[CH:55]=[CH:54][CH:53]=[C:52]([F:56])[C:29]=1[CH2:30][CH2:31][S:32]([C:35]1[N:36]([C:45]2[CH:50]=[CH:49][C:48]([F:51])=[CH:47][CH:46]=2)[C:37]([C:40]([O:42]CC)=[O:41])=[CH:38][N:39]=1)(=[O:34])=[O:33].[Li+].[OH-], predict the reaction product. The product is: [Cl:27][C:28]1[CH:55]=[CH:54][CH:53]=[C:52]([F:56])[C:29]=1[CH2:30][CH2:31][S:32]([C:35]1[N:36]([C:45]2[CH:50]=[CH:49][C:48]([F:51])=[CH:47][CH:46]=2)[C:37]([C:40]([OH:42])=[O:41])=[CH:38][N:39]=1)(=[O:34])=[O:33].